Dataset: Retrosynthesis with 50K atom-mapped reactions and 10 reaction types from USPTO. Task: Predict the reactants needed to synthesize the given product. (1) Given the product CC(C)(C)OC(=O)Nc1ccnn1-c1ccccc1, predict the reactants needed to synthesize it. The reactants are: CC(C)(C)OC(=O)N(C(=O)OC(C)(C)C)c1ccnn1-c1ccccc1. (2) Given the product Cc1cc(C)nc(S(=O)(=O)Nc2c(C)cccc2Cl)n1, predict the reactants needed to synthesize it. The reactants are: Cc1cc(C)nc(S(=O)(=O)F)n1.Cc1cccc(Cl)c1N. (3) Given the product O=C(O)c1ccc(-c2ccc3[nH]nc(NC(=O)c4ccc(Cl)s4)c3c2)o1, predict the reactants needed to synthesize it. The reactants are: CC(C)(C)OC(=O)c1ccc(-c2ccc3[nH]nc(NC(=O)c4ccc(Cl)s4)c3c2)o1. (4) Given the product COCCn1c2c(c3ccccc31)CNCC2, predict the reactants needed to synthesize it. The reactants are: COCCn1c2c(c3ccccc31)CN(C(=O)OC(C)(C)C)CC2. (5) Given the product Cc1cccc(COc2ccc(Nc3ncnc4cccc(OC[C@@H]5CCCN5C(=O)CN(C)C)c34)cc2Cl)n1, predict the reactants needed to synthesize it. The reactants are: CN(C)CC(=O)N1CCC[C@H]1COc1cccc2ncnc(Nc3ccc(O)c(Cl)c3)c12.Cc1cccc(CO)n1. (6) Given the product Nc1cccc2cc(-c3ncns3)[nH]c12, predict the reactants needed to synthesize it. The reactants are: O=[N+]([O-])c1cccc2cc(-c3ncns3)[nH]c12. (7) The reactants are: NS(=O)(=O)c1ccc(NCCCNC2CC2)c([N+](=O)[O-])c1.O=C1COC1. Given the product NS(=O)(=O)c1ccc(NCCCN(C2CC2)C2COC2)c([N+](=O)[O-])c1, predict the reactants needed to synthesize it. (8) The reactants are: C=CCCOCc1ccc(C(=O)O)cc1. Given the product CCCOCc1cccc(C(=O)O)c1, predict the reactants needed to synthesize it. (9) Given the product O=C(c1ccc(F)c(Br)c1)c1ccc(F)cc1OC(F)(F)C(F)F, predict the reactants needed to synthesize it. The reactants are: OC(c1ccc(F)c(Br)c1)c1ccc(F)cc1OC(F)(F)C(F)F.